Regression. Given two drug SMILES strings and cell line genomic features, predict the synergy score measuring deviation from expected non-interaction effect. From a dataset of NCI-60 drug combinations with 297,098 pairs across 59 cell lines. (1) Drug 1: CC1=C2C(C(=O)C3(C(CC4C(C3C(C(C2(C)C)(CC1OC(=O)C(C(C5=CC=CC=C5)NC(=O)OC(C)(C)C)O)O)OC(=O)C6=CC=CC=C6)(CO4)OC(=O)C)O)C)O. Drug 2: CC1C(C(CC(O1)OC2CC(OC(C2O)C)OC3=CC4=CC5=C(C(=O)C(C(C5)C(C(=O)C(C(C)O)O)OC)OC6CC(C(C(O6)C)O)OC7CC(C(C(O7)C)O)OC8CC(C(C(O8)C)O)(C)O)C(=C4C(=C3C)O)O)O)O. Cell line: UACC62. Synergy scores: CSS=47.2, Synergy_ZIP=3.43, Synergy_Bliss=4.07, Synergy_Loewe=5.22, Synergy_HSA=3.69. (2) Drug 1: C1=CC(=CC=C1C#N)C(C2=CC=C(C=C2)C#N)N3C=NC=N3. Drug 2: CC1=C(C=C(C=C1)C(=O)NC2=CC(=CC(=C2)C(F)(F)F)N3C=C(N=C3)C)NC4=NC=CC(=N4)C5=CN=CC=C5. Cell line: OVCAR-4. Synergy scores: CSS=-7.88, Synergy_ZIP=2.73, Synergy_Bliss=-0.0632, Synergy_Loewe=-7.66, Synergy_HSA=-7.62. (3) Drug 1: CCC1=CC2CC(C3=C(CN(C2)C1)C4=CC=CC=C4N3)(C5=C(C=C6C(=C5)C78CCN9C7C(C=CC9)(C(C(C8N6C)(C(=O)OC)O)OC(=O)C)CC)OC)C(=O)OC.C(C(C(=O)O)O)(C(=O)O)O. Drug 2: CC(CN1CC(=O)NC(=O)C1)N2CC(=O)NC(=O)C2. Cell line: MDA-MB-435. Synergy scores: CSS=17.9, Synergy_ZIP=-10.9, Synergy_Bliss=-18.8, Synergy_Loewe=-36.6, Synergy_HSA=-17.7.